Dataset: Forward reaction prediction with 1.9M reactions from USPTO patents (1976-2016). Task: Predict the product of the given reaction. (1) Given the reactants Br[C:2]1[CH:7]=[C:6]([CH3:8])[C:5]([OH:9])=[C:4]([CH3:10])[CH:3]=1.[CH:11]([C:13]1[CH:14]=[C:15](B(O)O)[CH:16]=[CH:17][CH:18]=1)=[O:12].C(=O)([O-])[O-].[Na+].[Na+], predict the reaction product. The product is: [OH:9][C:5]1[C:6]([CH3:8])=[CH:7][C:2]([C:17]2[CH:16]=[CH:15][CH:14]=[C:13]([CH:11]=[O:12])[CH:18]=2)=[CH:3][C:4]=1[CH3:10]. (2) The product is: [CH:1]1[CH:2]=[CH:3][C:4]2[S:15][C:14]3[CH:13]=[CH:12][CH:11]=[CH:10][C:9]=3[N:8]=[C:7]([N:16]3[CH2:21][CH2:20][N:19]([CH2:22][CH2:23][O:24][CH2:25][CH2:26][OH:27])[CH2:18][CH2:17]3)[C:5]=2[CH:6]=1.[ClH:43]. Given the reactants [CH:1]1[CH:2]=[CH:3][C:4]2[S:15][C:14]3[CH:13]=[CH:12][CH:11]=[CH:10][C:9]=3[N:8]=[C:7]([N:16]3[CH2:21][CH2:20][N:19]([CH2:22][CH2:23][O:24][CH2:25][CH2:26][OH:27])[CH2:18][CH2:17]3)[C:5]=2[CH:6]=1.C(/C(O)=O)=C\C(O)=O.C(OCC)(=O)C.N.[ClH:43], predict the reaction product. (3) The product is: [F:19][C:5]1[C:6]([C:8]#[N:9])=[N:7][C:2]([F:1])=[CH:3][N:4]=1. Given the reactants [F:1][C:2]1[N:7]=[C:6]([C:8]#[N:9])[C:5](S(C2C=CC=CC=2)(=O)=O)=[N:4][CH:3]=1.[F-:19].[K+].C(OCC)(=O)C.O, predict the reaction product. (4) Given the reactants [Cl:1][C:2]1[C:11]2[C:6](=[CH:7][CH:8]=[CH:9][C:10]=2[O:12][CH:13]2[CH2:18][CH2:17][N:16]([CH3:19])[CH2:15][CH2:14]2)[N:5]=[CH:4][N:3]=1.[Br:20][C:21]1[CH:22]=[C:23]([CH:25]=[CH:26][CH:27]=1)[NH2:24], predict the reaction product. The product is: [ClH:1].[Br:20][C:21]1[CH:22]=[C:23]([CH:25]=[CH:26][CH:27]=1)[NH:24][C:2]1[C:11]2[C:6](=[CH:7][CH:8]=[CH:9][C:10]=2[O:12][CH:13]2[CH2:18][CH2:17][N:16]([CH3:19])[CH2:15][CH2:14]2)[N:5]=[CH:4][N:3]=1. (5) Given the reactants N#N.[Li][CH2:4][CH2:5][CH2:6][CH3:7].O=C1CC[N:12]([C:15]([O:17][CH2:18][C:19]2[CH:24]=[CH:23][CH:22]=[CH:21][CH:20]=2)=[O:16])[CH2:11][CH2:10]1, predict the reaction product. The product is: [CH2:7]=[C:6]1[CH2:10][CH2:11][N:12]([C:15]([O:17][CH2:18][C:19]2[CH:24]=[CH:23][CH:22]=[CH:21][CH:20]=2)=[O:16])[CH2:4][CH2:5]1. (6) Given the reactants C(OC([N:8]1[C:16]2[C:11](=[CH:12][CH:13]=[CH:14][CH:15]=2)[C:10]([CH2:17][CH:18]2[C:27]3[N:23]([C:24]([C:28]4[CH:33]=[CH:32][CH:31]=[CH:30][CH:29]=4)=[N:25][N:26]=3)[C:22]3[CH:34]=[CH:35][CH:36]=[CH:37][C:21]=3[N:20]([CH2:38][C:39](=[O:51])[N:40]([CH2:44][C:45]3[CH:50]=[CH:49][CH:48]=[CH:47][CH:46]=3)[CH:41]([CH3:43])[CH3:42])[C:19]2=[O:52])=[N:9]1)=O)(C)(C)C.Cl, predict the reaction product. The product is: [CH2:44]([N:40]([CH:41]([CH3:43])[CH3:42])[C:39](=[O:51])[CH2:38][N:20]1[C:19](=[O:52])[CH:18]([CH2:17][C:10]2[C:11]3[C:16](=[CH:15][CH:14]=[CH:13][CH:12]=3)[NH:8][N:9]=2)[C:27]2[N:23]([C:24]([C:28]3[CH:29]=[CH:30][CH:31]=[CH:32][CH:33]=3)=[N:25][N:26]=2)[C:22]2[CH:34]=[CH:35][CH:36]=[CH:37][C:21]1=2)[C:45]1[CH:50]=[CH:49][CH:48]=[CH:47][CH:46]=1. (7) Given the reactants CC(C)([O-])C.[K+].[Br:7][C:8]1[N:13]=[C:12]([CH:14]=O)[CH:11]=[CH:10][CH:9]=1.[C:16]([CH2:18][C:19]([NH:21][CH:22]([C:25]1[CH:30]=[CH:29][C:28]([O:31][CH2:32][CH2:33][O:34][CH3:35])=[CH:27][CH:26]=1)[CH2:23][CH3:24])=[O:20])#[N:17].O, predict the reaction product. The product is: [Br:7][C:8]1[N:13]=[C:12](/[CH:14]=[C:18](\[C:16]#[N:17])/[C:19]([NH:21][CH:22]([C:25]2[CH:26]=[CH:27][C:28]([O:31][CH2:32][CH2:33][O:34][CH3:35])=[CH:29][CH:30]=2)[CH2:23][CH3:24])=[O:20])[CH:11]=[CH:10][CH:9]=1. (8) Given the reactants [F:1][C:2]1[CH:3]=[C:4]([CH2:11]O)[CH:5]=[C:6]([F:10])[C:7]=1[S:8][CH3:9].CS([Cl:17])(=O)=O.C(N(C(C)C)CC)(C)C.Cl, predict the reaction product. The product is: [Cl:17][CH2:11][C:4]1[CH:5]=[C:6]([F:10])[C:7]([S:8][CH3:9])=[C:2]([F:1])[CH:3]=1. (9) Given the reactants [Cl:1][C:2]1[CH:10]=[C:9]2[C:5]([C:6]([C:11]([N:13]3[CH2:18][CH2:17][C:16]4([C:22]5[CH:23]=[CH:24][CH:25]=[CH:26][C:21]=5[C:20](=[O:27])[O:19]4)[CH2:15][CH2:14]3)=[O:12])=[CH:7][NH:8]2)=[CH:4][CH:3]=1.Cl[CH2:29][C:30]([N:32]1[CH2:37][CH2:36][O:35][CH2:34][CH2:33]1)=[O:31], predict the reaction product. The product is: [Cl:1][C:2]1[CH:10]=[C:9]2[C:5]([C:6]([C:11]([N:13]3[CH2:18][CH2:17][C:16]4([C:22]5[CH:23]=[CH:24][CH:25]=[CH:26][C:21]=5[C:20](=[O:27])[O:19]4)[CH2:15][CH2:14]3)=[O:12])=[CH:7][N:8]2[CH2:29][C:30]([N:32]2[CH2:37][CH2:36][O:35][CH2:34][CH2:33]2)=[O:31])=[CH:4][CH:3]=1. (10) Given the reactants Cl.[NH2:2][C@H:3]([C:12]1[C:17]([C:18]2[CH:19]=[CH:20][C:21]([F:27])=[C:22]([CH:26]=2)[C:23]([NH2:25])=[O:24])=[CH:16][CH:15]=[CH:14][N:13]=1)[CH2:4][C:5]1[CH:10]=[CH:9][CH:8]=[C:7]([F:11])[CH:6]=1.[O:28]=[C:29]1[CH:38]=[C:37]([CH2:39][C:40](O)=[O:41])[C:36]2[C:31](=[CH:32][CH:33]=[CH:34][CH:35]=2)[NH:30]1, predict the reaction product. The product is: [F:27][C:21]1[CH:20]=[CH:19][C:18]([C:17]2[C:12]([C@@H:3]([NH:2][C:40](=[O:41])[CH2:39][C:37]3[C:36]4[C:31](=[CH:32][CH:33]=[CH:34][CH:35]=4)[NH:30][C:29](=[O:28])[CH:38]=3)[CH2:4][C:5]3[CH:10]=[CH:9][CH:8]=[C:7]([F:11])[CH:6]=3)=[N:13][CH:14]=[CH:15][CH:16]=2)=[CH:26][C:22]=1[C:23]([NH2:25])=[O:24].